From a dataset of Reaction yield outcomes from USPTO patents with 853,638 reactions. Predict the reaction yield, written as a fraction of the theoretical maximum amount of product (1.0 means a 100% yield; for example, 0.34 means a 34% yield). (1) The reactants are [CH3:1][S:2]([O:5][C:6]1[CH:7]=[CH:8][C:9]([NH2:16])=[C:10]([CH:15]=1)[O:11][CH2:12][CH2:13]Br)(=[O:4])=[O:3].C([O-])([O-])=O.[K+].[K+]. The catalyst is CN(C=O)C.C(OCC)(=O)C. The product is [CH3:1][S:2]([O:5][C:6]1[CH:7]=[CH:8][C:9]2[NH:16][CH2:13][CH2:12][O:11][C:10]=2[CH:15]=1)(=[O:4])=[O:3]. The yield is 0.850. (2) The reactants are [C:1]([C:5]1[CH:25]=[CH:24][CH:23]=[CH:22][C:6]=1[O:7][CH:8]1[CH2:11][N:10]([C:12]([C:14]2[CH:21]=[CH:20][C:17]([C:18]#[N:19])=[CH:16][CH:15]=2)=[O:13])[CH2:9]1)([CH3:4])([CH3:3])[CH3:2].[Cl-].O[NH3+].[C:29](=[O:32])([O-])[OH:30].[Na+].C(N1C=CN=C1)([N:36]1C=CN=C1)=O.N12CCCN=C1CCCCC2.O.Cl. The catalyst is CS(C)=O.C1COCC1. The product is [C:1]([C:5]1[CH:25]=[CH:24][CH:23]=[CH:22][C:6]=1[O:7][CH:8]1[CH2:11][N:10]([C:12]([C:14]2[CH:15]=[CH:16][C:17]([C:18]3[NH:36][C:29](=[O:32])[O:30][N:19]=3)=[CH:20][CH:21]=2)=[O:13])[CH2:9]1)([CH3:4])([CH3:2])[CH3:3]. The yield is 0.590. (3) The reactants are [Cl:1][C:2]1[CH:3]=[C:4]([C:8]2[C:17]3[C:12](=[CH:13][CH:14]=[C:15]([C:18]([C:26]4[S:27][CH:28]=[CH:29][C:30]=4[Cl:31])([C:20]4[N:21]([CH3:25])[CH:22]=[N:23][CH:24]=4)[OH:19])[CH:16]=3)[N:11]=[C:10]([O:32]C)[CH:9]=2)[CH:5]=[CH:6][CH:7]=1.Cl. The catalyst is C1COCC1. The product is [Cl:1][C:2]1[CH:3]=[C:4]([C:8]2[C:17]3[C:12](=[CH:13][CH:14]=[C:15]([C:18]([C:26]4[S:27][CH:28]=[CH:29][C:30]=4[Cl:31])([OH:19])[C:20]4[N:21]([CH3:25])[CH:22]=[N:23][CH:24]=4)[CH:16]=3)[NH:11][C:10](=[O:32])[CH:9]=2)[CH:5]=[CH:6][CH:7]=1. The yield is 0.810. (4) The yield is 0.280. The catalyst is CN(C=O)C. The reactants are [CH3:1][C:2]1[C:3]([N+:16]([O-:18])=[O:17])=[CH:4][C:5]([N+:13]([O-:15])=[O:14])=[C:6]([CH:12]=1)[C:7]([O:9][CH2:10][CH3:11])=[O:8].C[C:20]([N:22]([CH3:24])[CH3:23])=O. The product is [CH3:20][N:22]([CH3:24])/[CH:23]=[CH:1]/[C:2]1[C:3]([N+:16]([O-:18])=[O:17])=[CH:4][C:5]([N+:13]([O-:15])=[O:14])=[C:6]([CH:12]=1)[C:7]([O:9][CH2:10][CH3:11])=[O:8]. (5) The reactants are [OH-].[Na+].[CH2:3]([O:6][C@@H:7]([CH2:12][C:13]1[CH:18]=[CH:17][C:16]([C:19]2[CH:24]=[CH:23][CH:22]=[C:21]([N:25]([CH3:36])[C:26]([NH:28][CH2:29][CH2:30][CH2:31][CH2:32][CH2:33][CH2:34][CH3:35])=[O:27])[CH:20]=2)=[CH:15][CH:14]=1)[C:8]([O:10]C)=[O:9])[CH2:4][CH3:5].O1CCCC1.CO.O. The catalyst is C(O)(=O)C. The product is [CH2:3]([O:6][C@@H:7]([CH2:12][C:13]1[CH:18]=[CH:17][C:16]([C:19]2[CH:24]=[CH:23][CH:22]=[C:21]([N:25]([CH3:36])[C:26]([NH:28][CH2:29][CH2:30][CH2:31][CH2:32][CH2:33][CH2:34][CH3:35])=[O:27])[CH:20]=2)=[CH:15][CH:14]=1)[C:8]([OH:10])=[O:9])[CH2:4][CH3:5]. The yield is 0.760. (6) The reactants are [H-].[Li+].[Al+3].[H-].[H-].[H-].[CH2:7]([N:14]1[CH2:21][CH:20]2[O:22][CH:16]([CH2:17][N:18]([CH:23]([C:29](OCC)=[O:30])[C:24](OCC)=[O:25])[CH2:19]2)[CH2:15]1)[C:8]1[CH:13]=[CH:12][CH:11]=[CH:10][CH:9]=1.[OH-].[Na+]. The catalyst is C1COCC1. The product is [CH2:7]([N:14]1[CH2:15][CH:16]2[O:22][CH:20]([CH2:19][N:18]([CH:23]([CH2:24][OH:25])[CH2:29][OH:30])[CH2:17]2)[CH2:21]1)[C:8]1[CH:9]=[CH:10][CH:11]=[CH:12][CH:13]=1. The yield is 0.880. (7) The reactants are [NH2:1][C:2]1[N:7]=[CH:6][N:5]=[C:4]2[N:8]([CH2:25][C@@H:26]3[CH2:30][C:29]([F:32])([F:31])[CH2:28][N:27]3[C:33](=[O:37])[CH2:34][C:35]#[N:36])[N:9]=[C:10]([C:11]3[CH:16]=[CH:15][C:14]([O:17][C:18]4[CH:23]=[CH:22][CH:21]=[CH:20][CH:19]=4)=[CH:13][C:12]=3[F:24])[C:3]=12.[CH:38]1([CH:41]=O)[CH2:40][CH2:39]1.N1CCCCC1. The catalyst is C(O)C. The product is [NH2:1][C:2]1[N:7]=[CH:6][N:5]=[C:4]2[N:8]([CH2:25][C@@H:26]3[CH2:30][C:29]([F:31])([F:32])[CH2:28][N:27]3[C:33]([C:34](=[CH:41][CH:38]3[CH2:40][CH2:39]3)[C:35]#[N:36])=[O:37])[N:9]=[C:10]([C:11]3[CH:16]=[CH:15][C:14]([O:17][C:18]4[CH:23]=[CH:22][CH:21]=[CH:20][CH:19]=4)=[CH:13][C:12]=3[F:24])[C:3]=12. The yield is 0.180. (8) The reactants are [CH3:1][C:2]1[N:3]=[CH:4][S:5][CH:6]=1.CCCCCC.C([Li])CCC.[CH2:18]([N:25]1[CH2:30][CH2:29][C:28]([NH:33][C:34]2[CH:39]=[CH:38][CH:37]=[CH:36][CH:35]=2)(C#N)[CH2:27][CH2:26]1)[C:19]1[CH:24]=[CH:23][CH:22]=[CH:21][CH:20]=1.C(OCC)(=O)C. The catalyst is C1COCC1.O. The product is [CH2:18]([N:25]1[CH2:26][CH2:27][C:28]([NH:33][C:34]2[CH:39]=[CH:38][CH:37]=[CH:36][CH:35]=2)([C:4]2[S:5][CH:6]=[C:2]([CH3:1])[N:3]=2)[CH2:29][CH2:30]1)[C:19]1[CH:20]=[CH:21][CH:22]=[CH:23][CH:24]=1. The yield is 0.620.